This data is from NCI-60 drug combinations with 297,098 pairs across 59 cell lines. The task is: Regression. Given two drug SMILES strings and cell line genomic features, predict the synergy score measuring deviation from expected non-interaction effect. (1) Drug 1: COC1=NC(=NC2=C1N=CN2C3C(C(C(O3)CO)O)O)N. Drug 2: CC1=C2C(C(=O)C3(C(CC4C(C3C(C(C2(C)C)(CC1OC(=O)C(C(C5=CC=CC=C5)NC(=O)C6=CC=CC=C6)O)O)OC(=O)C7=CC=CC=C7)(CO4)OC(=O)C)O)C)OC(=O)C. Cell line: TK-10. Synergy scores: CSS=-4.11, Synergy_ZIP=6.63, Synergy_Bliss=0.993, Synergy_Loewe=-28.4, Synergy_HSA=-15.3. (2) Drug 1: CC1C(C(CC(O1)OC2CC(CC3=C2C(=C4C(=C3O)C(=O)C5=C(C4=O)C(=CC=C5)OC)O)(C(=O)C)O)N)O.Cl. Drug 2: C(CC(=O)O)C(=O)CN.Cl. Cell line: OVCAR-4. Synergy scores: CSS=14.8, Synergy_ZIP=-3.00, Synergy_Bliss=3.79, Synergy_Loewe=3.29, Synergy_HSA=4.56.